Dataset: Reaction yield outcomes from USPTO patents with 853,638 reactions. Task: Predict the reaction yield, written as a fraction of the theoretical maximum amount of product (1.0 means a 100% yield; for example, 0.34 means a 34% yield). (1) The reactants are OC(C(F)(F)F)=O.[C:8]1([C:14]2[CH:19]=[C:18]([CH:20]3[CH2:25][CH2:24][NH:23][CH2:22][CH2:21]3)[CH:17]=[CH:16][C:15]=2[NH:26][C:27]([C:29]2[N:30]([CH2:36][O:37][CH2:38][CH2:39][Si:40]([CH3:43])([CH3:42])[CH3:41])[CH:31]=[C:32]([C:34]#[N:35])[N:33]=2)=[O:28])[CH2:13][CH2:12][CH2:11][CH2:10][CH:9]=1.C([O-])([O-])=O.[K+].[K+].[I-].[Na+].Cl.Cl[CH2:54][CH2:55][N:56]1[CH2:61][CH2:60][O:59][CH2:58][CH2:57]1. The catalyst is CCOC(C)=O.CN(C)C(=O)C. The product is [C:8]1([C:14]2[CH:19]=[C:18]([CH:20]3[CH2:25][CH2:24][N:23]([CH2:54][CH2:55][N:56]4[CH2:61][CH2:60][O:59][CH2:58][CH2:57]4)[CH2:22][CH2:21]3)[CH:17]=[CH:16][C:15]=2[NH:26][C:27]([C:29]2[N:30]([CH2:36][O:37][CH2:38][CH2:39][Si:40]([CH3:43])([CH3:42])[CH3:41])[CH:31]=[C:32]([C:34]#[N:35])[N:33]=2)=[O:28])[CH2:13][CH2:12][CH2:11][CH2:10][CH:9]=1. The yield is 0.780. (2) The reactants are [Cl:1][C:2]1[CH:7]=[C:6]([F:8])[C:5]([N+:9]([O-])=O)=[CH:4][C:3]=1[N:12]1[CH2:17][C:16]2[CH:18]=[N:19][C:20]([N:22](OC)[CH3:23])=[CH:21][C:15]=2[N:14]([CH2:26][CH3:27])[C:13]1=[O:28].[H][H]. The catalyst is [Pd]. The product is [NH2:9][C:5]1[C:6]([F:8])=[CH:7][C:2]([Cl:1])=[C:3]([N:12]2[CH2:17][C:16]3[CH:18]=[N:19][C:20]([NH:22][CH3:23])=[CH:21][C:15]=3[N:14]([CH2:26][CH3:27])[C:13]2=[O:28])[CH:4]=1. The yield is 0.870.